This data is from Forward reaction prediction with 1.9M reactions from USPTO patents (1976-2016). The task is: Predict the product of the given reaction. The product is: [CH:23]([N:3]1[C:4]2[CH:5]=[CH:6][CH:7]=[C:8]3[C@@H:13]4[CH2:14][NH:15][CH2:16][CH2:17][C@@H:12]4[N:10]([C:9]=23)[CH2:11][CH2:2]1)([CH3:25])[CH3:24]. Given the reactants O=[C:2]1[CH2:11][N:10]2[C@H:12]3[CH2:17][CH2:16][N:15](C(OCC)=O)[CH2:14][C@H:13]3[C:8]3[C:9]2=[C:4]([CH:5]=[CH:6][CH:7]=3)[NH:3]1.[CH:23](I)([CH3:25])[CH3:24], predict the reaction product.